Dataset: Reaction yield outcomes from USPTO patents with 853,638 reactions. Task: Predict the reaction yield, written as a fraction of the theoretical maximum amount of product (1.0 means a 100% yield; for example, 0.34 means a 34% yield). (1) The reactants are [ClH:1].[OH:2][C:3]([C:35]1[CH:40]=[CH:39][CH:38]=[CH:37][CH:36]=1)([C:29]1[CH:34]=[CH:33][CH:32]=[CH:31][CH:30]=1)[CH:4]1[CH2:9][CH2:8][N:7]([CH2:10][CH2:11][CH2:12][C:13]([C:15]2[CH:20]=[CH:19][C:18]([C:21]([CH3:28])([CH3:27])[C:22]([O:24]CC)=[O:23])=[CH:17][CH:16]=2)=[O:14])[CH2:6][CH2:5]1.[OH-].[Na+].[BH4-].[Na+].Cl. The catalyst is O.CC(C)=O.CO. The product is [OH2:2].[ClH:1].[OH:2][C:3]([C:35]1[CH:36]=[CH:37][CH:38]=[CH:39][CH:40]=1)([C:29]1[CH:30]=[CH:31][CH:32]=[CH:33][CH:34]=1)[CH:4]1[CH2:9][CH2:8][N:7]([CH2:10][CH2:11][CH2:12][CH:13]([C:15]2[CH:20]=[CH:19][C:18]([C:21]([CH3:28])([CH3:27])[C:22]([OH:24])=[O:23])=[CH:17][CH:16]=2)[OH:14])[CH2:6][CH2:5]1. The yield is 0.915. (2) The reactants are [Cl:1][C:2]1[CH:7]=[CH:6][C:5]([S:8]([NH2:11])(=[O:10])=[O:9])=[CH:4][CH:3]=1.C[Al](C)C.[Cl:16][C:17]1[CH:22]=[CH:21][C:20]([N:23]2[CH2:27][CH:26]([C:28]#[N:29])[N:25]=[C:24]2[C:30]2[CH:35]=[CH:34][C:33]([Cl:36])=[CH:32][C:31]=2[Cl:37])=[CH:19][CH:18]=1.CO.O. The catalyst is C1C=CC=CC=1.C1(C)C=CC=CC=1. The product is [Cl:16][C:17]1[CH:18]=[CH:19][C:20]([N:23]2[CH2:27][CH:26]([C:28]([NH:11][S:8]([C:5]3[CH:4]=[CH:3][C:2]([Cl:1])=[CH:7][CH:6]=3)(=[O:9])=[O:10])=[NH:29])[N:25]=[C:24]2[C:30]2[CH:35]=[CH:34][C:33]([Cl:36])=[CH:32][C:31]=2[Cl:37])=[CH:21][CH:22]=1. The yield is 0.510. (3) The reactants are [N:1]1[CH:6]=[CH:5][CH:4]=[C:3]([CH:7]=O)[CH:2]=1.[Cl:9][C:10]1[CH:15]=[CH:14][C:13]([S:16]([NH2:19])(=[O:18])=[O:17])=[CH:12][CH:11]=1. The catalyst is C1(C)C=CC=CC=1. The product is [Cl:9][C:10]1[CH:11]=[CH:12][C:13]([S:16]([N:19]=[CH:7][C:3]2[CH:2]=[N:1][CH:6]=[CH:5][CH:4]=2)(=[O:17])=[O:18])=[CH:14][CH:15]=1. The yield is 0.940. (4) The reactants are [C:1]([C:9]1[CH:10]=[C:11]([CH:20]=[CH:21][CH:22]=1)[CH:12]([OH:19])[C:13]1[CH:18]=[CH:17][CH:16]=[CH:15][CH:14]=1)(=O)[C:2]1[CH:7]=[CH:6][CH:5]=[CH:4][CH:3]=1.[NH2:23][NH:24][C:25]([NH2:27])=[S:26]. The catalyst is O1CCCC1.C1(C)C=CC(S(O)(=O)=O)=CC=1. The product is [C:1](=[N:23][NH:24][C:25]([NH2:27])=[S:26])([C:9]1[CH:10]=[C:11]([CH:20]=[CH:21][CH:22]=1)[CH:12]([OH:19])[C:13]1[CH:18]=[CH:17][CH:16]=[CH:15][CH:14]=1)[C:2]1[CH:7]=[CH:6][CH:5]=[CH:4][CH:3]=1. The yield is 0.570. (5) The reactants are [CH3:1][NH:2][CH2:3][C:4]1[S:8][C:7]2[CH:9]=[CH:10][CH:11]=[CH:12][C:6]=2[C:5]=1[CH3:13].CNCC1C=CC2C(=CC=CC=2)C=1CCC.[ClH:30].[N:31]1([CH2:37][CH2:38][N:39]2[CH2:45][C:44]3[CH:46]=[C:47](/[CH:50]=[CH:51]/[C:52](O)=[O:53])[CH:48]=[N:49][C:43]=3[NH:42][C:41](=[O:55])[CH2:40]2)[CH2:36][CH2:35][O:34][CH2:33][CH2:32]1.Cl.CN1CC2C=C(/C=C/C(O)=O)C=NC=2NC(=O)C1. No catalyst specified. The product is [ClH:30].[CH3:1][N:2]([CH2:3][C:4]1[S:8][C:7]2[CH:9]=[CH:10][CH:11]=[CH:12][C:6]=2[C:5]=1[CH3:13])[C:52](=[O:53])/[CH:51]=[CH:50]/[C:47]1[CH:48]=[N:49][C:43]2[NH:42][C:41](=[O:55])[CH2:40][N:39]([CH2:38][CH2:37][N:31]3[CH2:32][CH2:33][O:34][CH2:35][CH2:36]3)[CH2:45][C:44]=2[CH:46]=1. The yield is 0.740. (6) The reactants are [NH2:1][C:2]1[N:7]=[CH:6][C:5]([N:8]2[CH2:13][CH2:12][N:11]([C:14]([O:16][C:17]([CH3:20])([CH3:19])[CH3:18])=[O:15])[CH2:10][C@@H:9]2[CH2:21][CH3:22])=[CH:4][CH:3]=1.Br[C:24]1[C:25](=[O:32])[N:26]([CH3:31])[CH:27]=[C:28]([Br:30])[CH:29]=1.CC1(C)C2C(=C(P(C3C=CC=CC=3)C3C=CC=CC=3)C=CC=2)OC2C(P(C3C=CC=CC=3)C3C=CC=CC=3)=CC=CC1=2.C(=O)([O-])[O-].[Cs+].[Cs+]. The catalyst is C1C=CC(/C=C/C(/C=C/C2C=CC=CC=2)=O)=CC=1.C1C=CC(/C=C/C(/C=C/C2C=CC=CC=2)=O)=CC=1.C1C=CC(/C=C/C(/C=C/C2C=CC=CC=2)=O)=CC=1.[Pd].[Pd].O1CCOCC1. The product is [Br:30][C:28]1[CH:29]=[C:24]([NH:1][C:2]2[N:7]=[CH:6][C:5]([N:8]3[CH2:13][CH2:12][N:11]([C:14]([O:16][C:17]([CH3:18])([CH3:20])[CH3:19])=[O:15])[CH2:10][C@@H:9]3[CH2:21][CH3:22])=[CH:4][CH:3]=2)[C:25](=[O:32])[N:26]([CH3:31])[CH:27]=1. The yield is 0.550. (7) The reactants are [Cl:1][S:2]([OH:5])(=O)=[O:3].[Br:6][C:7]1[CH:8]=[CH:9][C:10]([NH2:13])=[N:11][CH:12]=1. No catalyst specified. The product is [NH2:13][C:10]1[C:9]([S:2]([Cl:1])(=[O:5])=[O:3])=[CH:8][C:7]([Br:6])=[CH:12][N:11]=1. The yield is 0.770. (8) The reactants are Cl[CH:2]([CH:14]1[CH2:19][CH2:18][CH2:17][CH2:16][CH2:15]1)[C:3]1[O:4][C:5]2[CH:11]=[CH:10][C:9]([O:12][CH3:13])=[CH:8][C:6]=2[CH:7]=1.[NH2:20][C:21]1[CH:26]=[CH:25][C:24]([C:27]([N:29]([CH3:37])[CH2:30][CH2:31][C:32]([O:34]CC)=[O:33])=[O:28])=[CH:23][CH:22]=1. No catalyst specified. The product is [CH:14]1([CH:2]([NH:20][C:21]2[CH:22]=[CH:23][C:24]([C:27]([N:29]([CH3:37])[CH2:30][CH2:31][C:32]([OH:34])=[O:33])=[O:28])=[CH:25][CH:26]=2)[C:3]2[O:4][C:5]3[CH:11]=[CH:10][C:9]([O:12][CH3:13])=[CH:8][C:6]=3[CH:7]=2)[CH2:19][CH2:18][CH2:17][CH2:16][CH2:15]1. The yield is 0.140. (9) The reactants are [CH2:1]([N:8]([CH2:18][CH:19](O)[CH2:20][N:21]([CH2:31][C:32]1[CH:37]=[CH:36][CH:35]=[CH:34][CH:33]=1)[C:22]([O:24][CH2:25][C:26]1[S:30][CH:29]=[N:28][CH:27]=1)=[O:23])[C:9](=[O:17])[O:10][CH2:11][C:12]1[S:16][CH:15]=[N:14][CH:13]=1)[C:2]1[CH:7]=[CH:6][CH:5]=[CH:4][CH:3]=1.CC[N:41](CC)CC.CS(Cl)(=O)=O.[N-]=[N+]=[N-].[Na+].O.O.[Sn](Cl)Cl.C([O-])(O)=O.[Na+]. The catalyst is C(Cl)Cl.CN(C=O)C.O. The product is [CH2:1]([N:8]([CH2:18][CH:19]([NH2:41])[CH2:20][N:21]([CH2:31][C:32]1[CH:37]=[CH:36][CH:35]=[CH:34][CH:33]=1)[C:22]([O:24][CH2:25][C:26]1[S:30][CH:29]=[N:28][CH:27]=1)=[O:23])[C:9](=[O:17])[O:10][CH2:11][C:12]1[S:16][CH:15]=[N:14][CH:13]=1)[C:2]1[CH:7]=[CH:6][CH:5]=[CH:4][CH:3]=1. The yield is 0.100.